Dataset: Full USPTO retrosynthesis dataset with 1.9M reactions from patents (1976-2016). Task: Predict the reactants needed to synthesize the given product. (1) Given the product [Cl:8][C:5]1[CH:6]=[CH:7][C:2]([NH:1][CH2:27][C:26]2[CH:29]=[CH:30][C:31]([O:33][CH3:34])=[CH:32][C:25]=2[O:24][CH3:23])=[C:3]([CH:9]([C:11]2[CH:16]=[CH:15][CH:14]=[C:13]([O:17][CH3:18])[C:12]=2[O:19][CH:20]([F:22])[F:21])[OH:10])[CH:4]=1, predict the reactants needed to synthesize it. The reactants are: [NH2:1][C:2]1[CH:7]=[CH:6][C:5]([Cl:8])=[CH:4][C:3]=1[CH:9]([C:11]1[CH:16]=[CH:15][CH:14]=[C:13]([O:17][CH3:18])[C:12]=1[O:19][CH:20]([F:22])[F:21])[OH:10].[CH3:23][O:24][C:25]1[CH:32]=[C:31]([O:33][CH3:34])[CH:30]=[CH:29][C:26]=1[CH:27]=O.[BH4-].[Na+]. (2) Given the product [F:1][C:2]1[CH:3]=[C:4]([C:8]2[C:17]3[O:16][CH:15]([CH3:18])[CH2:14][NH:13][CH2:12][C:11]=3[S:10][CH:9]=2)[CH:5]=[CH:6][CH:7]=1, predict the reactants needed to synthesize it. The reactants are: [F:1][C:2]1[CH:3]=[C:4]([C:8]2[C:17]3[O:16][CH:15]([CH3:18])[CH2:14][N:13](C(OC(C)(C)C)=O)[CH2:12][C:11]=3[S:10][CH:9]=2)[CH:5]=[CH:6][CH:7]=1.